This data is from Forward reaction prediction with 1.9M reactions from USPTO patents (1976-2016). The task is: Predict the product of the given reaction. Given the reactants [NH:1]([C:8]1[N:9]([C:21]2[CH:26]=[CH:25][CH:24]=[CH:23][CH:22]=2)[C:10]2[C:15]([C:16](=[O:18])[CH:17]=1)=[C:14](Cl)[N:13]=[C:12]([CH3:20])[CH:11]=2)[C:2]1[CH:7]=[CH:6][CH:5]=[CH:4][CH:3]=1, predict the reaction product. The product is: [NH:1]([C:8]1[N:9]([C:21]2[CH:22]=[CH:23][CH:24]=[CH:25][CH:26]=2)[C:10]2[C:15]([C:16](=[O:18])[CH:17]=1)=[CH:14][N:13]=[C:12]([CH3:20])[CH:11]=2)[C:2]1[CH:3]=[CH:4][CH:5]=[CH:6][CH:7]=1.